Dataset: Reaction yield outcomes from USPTO patents with 853,638 reactions. Task: Predict the reaction yield, written as a fraction of the theoretical maximum amount of product (1.0 means a 100% yield; for example, 0.34 means a 34% yield). The product is [CH2:1]([N:5]([C:6]1[CH:7]=[CH:8][C:9]([O:12][CH3:13])=[CH:10][CH:11]=1)[C:20](=[O:23])[CH:21]=[CH2:22])[CH2:2][CH:3]=[CH2:4]. The catalyst is C(Cl)Cl. The yield is 0.890. The reactants are [CH2:1]([NH:5][C:6]1[CH:11]=[CH:10][C:9]([O:12][CH3:13])=[CH:8][CH:7]=1)[CH2:2][CH:3]=[CH2:4].C([O-])([O-])=O.[K+].[K+].[C:20](Cl)(=[O:23])[CH:21]=[CH2:22].